Dataset: Full USPTO retrosynthesis dataset with 1.9M reactions from patents (1976-2016). Task: Predict the reactants needed to synthesize the given product. (1) Given the product [C:18]([C:13]1[CH:14]=[CH:15][CH:16]=[CH:17][C:12]=1[CH2:11][N:6]1[C:5]2[C:4](=[O:20])[NH:3][C:2](=[O:22])[NH:10][C:9]=2[N:8]=[CH:7]1)#[N:19], predict the reactants needed to synthesize it. The reactants are: N[C:2]1[NH:3][C:4](=[O:20])[C:5]2[N:6]([CH2:11][C:12]3[CH:17]=[CH:16][CH:15]=[CH:14][C:13]=3[C:18]#[N:19])[CH:7]=[N:8][C:9]=2[N:10]=1.N([O-])=[O:22].[Na+].O.Cl. (2) The reactants are: [OH:1][C:2]1[CH:7]=[CH:6][C:5]([C@H:8]2[CH2:13][CH2:12][C@H:11]([CH2:14][C:15]([O:17][CH3:18])=[O:16])[CH2:10][CH2:9]2)=[CH:4][CH:3]=1.C(N(C(C)C)C(C)C)C.[F:28][C:29]([F:35])([F:34])[S:30](Cl)(=[O:32])=[O:31].C(=O)([O-])O.[Na+]. Given the product [F:28][C:29]([F:35])([F:34])[S:30]([O:1][C:2]1[CH:3]=[CH:4][C:5]([C@H:8]2[CH2:9][CH2:10][C@H:11]([CH2:14][C:15]([O:17][CH3:18])=[O:16])[CH2:12][CH2:13]2)=[CH:6][CH:7]=1)(=[O:32])=[O:31], predict the reactants needed to synthesize it. (3) Given the product [Cl:30][C:13]([Cl:12])([Cl:29])[C:14]([N:16]1[CH2:24][C:23]2[C:18](=[CH:19][CH:20]=[C:21]([S:25]([NH:7][C:6]3[CH:8]=[CH:9][C:3]([C:2]([F:10])([F:11])[F:1])=[CH:4][CH:5]=3)(=[O:27])=[O:26])[CH:22]=2)[CH2:17]1)=[O:15], predict the reactants needed to synthesize it. The reactants are: [F:1][C:2]([F:11])([F:10])[C:3]1[CH:9]=[CH:8][C:6]([NH2:7])=[CH:5][CH:4]=1.[Cl:12][C:13]([Cl:30])([Cl:29])[C:14]([N:16]1[CH2:24][C:23]2[C:18](=[CH:19][CH:20]=[C:21]([S:25](Cl)(=[O:27])=[O:26])[CH:22]=2)[CH2:17]1)=[O:15]. (4) Given the product [NH2:32][C:30]1[N:29]=[CH:28][N:27]=[C:26]2[N:25]([CH2:2][C:3]3[N:12]([C:13]4[CH:18]=[CH:17][CH:16]=[CH:15][C:14]=4[Cl:19])[C:11](=[O:20])[C:10]4[C:5](=[CH:6][CH:7]=[CH:8][C:9]=4[CH3:21])[N:4]=3)[N:24]=[C:23]([I:22])[C:31]=12, predict the reactants needed to synthesize it. The reactants are: Cl[CH2:2][C:3]1[N:12]([C:13]2[CH:18]=[CH:17][CH:16]=[CH:15][C:14]=2[Cl:19])[C:11](=[O:20])[C:10]2[C:5](=[CH:6][CH:7]=[CH:8][C:9]=2[CH3:21])[N:4]=1.[I:22][C:23]1[C:31]2[C:26](=[N:27][CH:28]=[N:29][C:30]=2[NH2:32])[NH:25][N:24]=1.C([O-])([O-])=O.[K+].[K+].